From a dataset of Forward reaction prediction with 1.9M reactions from USPTO patents (1976-2016). Predict the product of the given reaction. (1) Given the reactants [NH2:1][C:2]1[CH:9]=[CH:8][C:5]([C:6]#[N:7])=[CH:4][CH:3]=1.[S-:10][C:11]#[N:12].[K+].BrBr.C(#N)C1C=CC=CC=1, predict the reaction product. The product is: [NH2:12][C:11]1[S:10][C:3]2[CH:4]=[C:5]([C:6]#[N:7])[CH:8]=[CH:9][C:2]=2[N:1]=1. (2) Given the reactants Cl.[CH3:2][O:3][C:4](=[O:18])[C:5]1[C:10]([OH:11])=[CH:9][CH:8]=[CH:7][C:6]=1[O:12][CH2:13][CH2:14][CH2:15][CH2:16][NH2:17].C([O:23][C:24]([NH:26][C@@H:27]([CH2:31][C:32]1[CH:37]=[CH:36][C:35]([C:38]2[S:42](=[O:44])(=[O:43])[N:41](C(C)(C)C)[C:40](=[O:49])[CH:39]=2)=[CH:34][CH:33]=1)[C:28](O)=[O:29])=O)(C)(C)C.[CH2:50](Cl)CCl.C1C=CC2N(O)N=NC=2C=1.CCN(C(C)C)C(C)C, predict the reaction product. The product is: [CH3:2][O:3][C:4](=[O:18])[C:5]1[C:10]([OH:11])=[CH:9][CH:8]=[CH:7][C:6]=1[O:12][CH2:13][CH2:14][CH2:15][CH2:16][NH:17][C:28](=[O:29])[C@@H:27]([NH:26][C:24](=[O:23])[CH3:50])[CH2:31][C:32]1[CH:37]=[CH:36][C:35]([C:38]2[S:42](=[O:44])(=[O:43])[NH:41][C:40](=[O:49])[CH:39]=2)=[CH:34][CH:33]=1. (3) Given the reactants C(N(CC)CC)C.[C:8]([O:11][CH2:12][CH2:13][C:14]1[CH:15]=[CH:16][CH:17]=[C:18]2[C:22]=1[N:21](C(OC(C)(C)C)=O)[CH:20]=[C:19]2[CH:30]=[O:31])(=[O:10])[CH3:9].[CH:32](=[N:39][C:40]1[CH:41]=[N:42][CH:43]=[C:44]([O:46][CH3:47])[CH:45]=1)[C:33]1[CH:38]=[CH:37][CH:36]=[CH:35][CH:34]=1, predict the reaction product. The product is: [C:8]([O:11][CH2:12][CH2:13][C:14]1[CH:15]=[CH:16][CH:17]=[C:18]2[C:22]=1[NH:21][CH:20]=[C:19]2[C:30](=[O:31])[CH:32]([NH:39][C:40]1[CH:41]=[N:42][CH:43]=[C:44]([O:46][CH3:47])[CH:45]=1)[C:33]1[CH:34]=[CH:35][CH:36]=[CH:37][CH:38]=1)(=[O:10])[CH3:9]. (4) Given the reactants [S:1](=[O:43])(=[O:42])([O:3][CH2:4][C@H:5]1[CH2:9][C@@H:8]([NH:10][C:11]2[C:16]([C:17]([C:19]3[S:20][CH:21]=[C:22]([CH2:24][C:25]4[CH2:30][CH2:29][CH2:28][CH2:27][CH:26]=4)[CH:23]=3)=[O:18])=[CH:15][N:14]=[CH:13][N:12]=2)[CH2:7][C@@H:6]1[O:31][Si](C(C)C)(C(C)C)C(C)C)[NH2:2].Cl, predict the reaction product. The product is: [S:1](=[O:42])(=[O:43])([O:3][CH2:4][C@H:5]1[CH2:9][C@@H:8]([NH:10][C:11]2[C:16]([C:17]([C:19]3[S:20][CH:21]=[C:22]([CH2:24][C:25]4[CH2:30][CH2:29][CH2:28][CH2:27][CH:26]=4)[CH:23]=3)=[O:18])=[CH:15][N:14]=[CH:13][N:12]=2)[CH2:7][C@@H:6]1[OH:31])[NH2:2]. (5) The product is: [CH2:1]([C:9]1[CH:10]=[CH:11][C:12]([C:15]2[CH:20]=[CH:19][C:18]([C:45](=[O:50])[C:46]([OH:48])=[O:47])=[CH:17][CH:16]=2)=[CH:13][CH:14]=1)[CH2:2][CH2:3][CH2:4][CH2:5][CH2:6][CH2:7][CH3:8]. Given the reactants [CH2:1]([C:9]1[CH:14]=[CH:13][C:12]([C:15]2[CH:20]=[CH:19][C:18](C(=O)C(=P(C3C=CC=CC=3)(C3C=CC=CC=3)C3C=CC=CC=3)C#N)=[CH:17][CH:16]=2)=[CH:11][CH:10]=1)[CH2:2][CH2:3][CH2:4][CH2:5][CH2:6][CH2:7][CH3:8].[CH3:45][C:46]1(C)[O:48][O:47]1.[OH2:50], predict the reaction product. (6) The product is: [N+:12]([C:11]1[CH:10]=[C:9]2[C:4]([C:5](=[O:21])[N:6]([NH:16][S:17]([CH3:20])(=[O:19])=[O:18])[C:7](=[O:15])[NH:8]2)=[CH:3][C:2]=1[NH:31][CH2:30][CH2:29][O:22][C:23]1[CH:28]=[CH:27][CH:26]=[CH:25][CH:24]=1)([O-:14])=[O:13]. Given the reactants F[C:2]1[CH:3]=[C:4]2[C:9](=[CH:10][C:11]=1[N+:12]([O-:14])=[O:13])[NH:8][C:7](=[O:15])[N:6]([NH:16][S:17]([CH3:20])(=[O:19])=[O:18])[C:5]2=[O:21].[O:22]([CH2:29][CH2:30][NH2:31])[C:23]1[CH:28]=[CH:27][CH:26]=[CH:25][CH:24]=1, predict the reaction product. (7) Given the reactants C[Si]([N-][Si](C)(C)C)(C)C.[Li+].[CH2:11]([O:13][CH2:14][C@H:15]([OH:26])[C:16]([NH:18][C:19]1[CH:24]=[N:23][C:22]([CH3:25])=[CH:21][N:20]=1)=[O:17])[CH3:12].Cl[C:28]1[N:33]=[CH:32][N:31]=[C:30]2[N:34]([C:37]3[CH:42]=[CH:41][CH:40]=[CH:39][C:38]=3[Cl:43])[N:35]=[CH:36][C:29]=12, predict the reaction product. The product is: [Cl:43][C:38]1[CH:39]=[CH:40][CH:41]=[CH:42][C:37]=1[N:34]1[C:30]2[N:31]=[CH:32][N:33]=[C:28]([O:26][C@@H:15]([CH2:14][O:13][CH2:11][CH3:12])[C:16]([NH:18][C:19]3[CH:24]=[N:23][C:22]([CH3:25])=[CH:21][N:20]=3)=[O:17])[C:29]=2[CH:36]=[N:35]1.